Dataset: Full USPTO retrosynthesis dataset with 1.9M reactions from patents (1976-2016). Task: Predict the reactants needed to synthesize the given product. (1) Given the product [CH2:13]([NH:21][C:2]1[N:12]=[CH:11][CH:10]=[CH:9][C:3]=1[C:4]([O:6][CH2:7][CH3:8])=[O:5])[CH2:14][C:15]1[CH:20]=[CH:19][CH:18]=[CH:17][CH:16]=1, predict the reactants needed to synthesize it. The reactants are: Cl[C:2]1[N:12]=[CH:11][CH:10]=[CH:9][C:3]=1[C:4]([O:6][CH2:7][CH3:8])=[O:5].[CH2:13]([NH2:21])[CH2:14][C:15]1[CH:20]=[CH:19][CH:18]=[CH:17][CH:16]=1.C(O)C. (2) Given the product [Br:1][C:2]1[N:3]=[C:4]([NH:9][CH2:10][C:11]2[C:16]([F:19])=[CH:15][CH:14]=[CH:13][C:12]=2[Cl:18])[C:5]([NH2:8])=[N:6][CH:7]=1, predict the reactants needed to synthesize it. The reactants are: [Br:1][C:2]1[N:3]=[C:4]([NH:9][CH2:10][C:11]2[C:16](Cl)=[CH:15][CH:14]=[CH:13][C:12]=2[Cl:18])[C:5]([NH2:8])=[N:6][CH:7]=1.[F:19]C1C=CC=C(Cl)C=1CN. (3) Given the product [C:50]([C:49]([NH:48][C:8](=[O:10])[C:7]1[CH:6]=[CH:5][C:4]([O:3][C:2]([F:1])([F:14])[F:13])=[CH:12][CH:11]=1)([CH3:69])[CH2:52][O:53][C:54]1[CH:55]=[CH:56][C:57]2[CH2:61][O:60][B:59]([OH:62])[C:58]=2[C:63]=1[O:64][C:65]([F:67])([F:68])[F:66])#[N:51], predict the reactants needed to synthesize it. The reactants are: [F:1][C:2]([F:14])([F:13])[O:3][C:4]1[CH:12]=[CH:11][C:7]([C:8]([OH:10])=O)=[CH:6][CH:5]=1.CCN(C(C)C)C(C)C.CN(C(ON1N=NC2C=CC=NC1=2)=[N+](C)C)C.F[P-](F)(F)(F)(F)F.[NH2:48][C:49]([CH3:69])([CH2:52][O:53][C:54]1[CH:55]=[CH:56][C:57]2[CH2:61][O:60][B:59]([OH:62])[C:58]=2[C:63]=1[O:64][C:65]([F:68])([F:67])[F:66])[C:50]#[N:51]. (4) Given the product [CH2:39]([O:38][C:36]([CH:35]1[CH2:41][CH2:42][N:32]([C:2]2[CH:31]=[CH:30][CH:29]=[C:4]([C:5](=[O:6])[NH:7][C:8]3[CH:13]=[CH:12][C:11]([N:14]4[C:18]([C:19]([F:22])([F:21])[F:20])=[CH:17][C:16]([C:23]5[CH:24]=[N:25][CH:26]=[CH:27][CH:28]=5)=[N:15]4)=[CH:10][N:9]=3)[CH:3]=2)[CH2:33][CH2:34]1)=[O:37])[CH3:40], predict the reactants needed to synthesize it. The reactants are: Br[C:2]1[CH:3]=[C:4]([CH:29]=[CH:30][CH:31]=1)[C:5]([NH:7][C:8]1[CH:13]=[CH:12][C:11]([N:14]2[C:18]([C:19]([F:22])([F:21])[F:20])=[CH:17][C:16]([C:23]3[CH:24]=[N:25][CH:26]=[CH:27][CH:28]=3)=[N:15]2)=[CH:10][N:9]=1)=[O:6].[NH:32]1[CH2:42][CH2:41][CH:35]([C:36]([O:38][CH2:39][CH3:40])=[O:37])[CH2:34][CH2:33]1.N1CCC[C@H]1C(O)=O.C(=O)([O-])[O-].[K+].[K+]. (5) Given the product [CH2:3]([O:10][C:11]([NH:13][C@@H:14]([CH2:18][NH:19][C:20]([O:22][C:23]([CH3:26])([CH3:25])[CH3:24])=[O:21])[C:15]([O:17][CH3:27])=[O:16])=[O:12])[C:4]1[CH:5]=[CH:6][CH:7]=[CH:8][CH:9]=1, predict the reactants needed to synthesize it. The reactants are: IC.[CH2:3]([O:10][C:11]([NH:13][C@@H:14]([CH2:18][NH:19][C:20]([O:22][C:23]([CH3:26])([CH3:25])[CH3:24])=[O:21])[C:15]([OH:17])=[O:16])=[O:12])[C:4]1[CH:9]=[CH:8][CH:7]=[CH:6][CH:5]=1.[C:27](=O)([O-])[O-].[K+].[K+]. (6) Given the product [CH2:1]([S:8][CH:9]([CH2:34][N:36]1[CH2:41][CH2:40][S:39][CH2:38][CH2:37]1)[CH2:10][NH:11][C:12]([C:14]1[NH:15][C:16]2[C:21]([CH:22]=1)=[CH:20][CH:19]=[CH:18][C:17]=2[N:23]([CH3:33])[S:24]([C:27]1[CH:32]=[CH:31][CH:30]=[CH:29][N:28]=1)(=[O:26])=[O:25])=[O:13])[C:2]1[CH:3]=[CH:4][CH:5]=[CH:6][CH:7]=1, predict the reactants needed to synthesize it. The reactants are: [CH2:1]([S:8][CH:9]([CH:34]=O)[CH2:10][NH:11][C:12]([C:14]1[NH:15][C:16]2[C:21]([CH:22]=1)=[CH:20][CH:19]=[CH:18][C:17]=2[N:23]([CH3:33])[S:24]([C:27]1[CH:32]=[CH:31][CH:30]=[CH:29][N:28]=1)(=[O:26])=[O:25])=[O:13])[C:2]1[CH:7]=[CH:6][CH:5]=[CH:4][CH:3]=1.[NH:36]1[CH2:41][CH2:40][S:39][CH2:38][CH2:37]1.C(O[BH-](OC(=O)C)OC(=O)C)(=O)C.[Na+].Cl. (7) Given the product [S:6]1[C:7]2=[C:8]3[C:13](=[CH:14][CH:15]=[C:16]2[N:17]=[C:5]1[C:1]#[N:2])[NH:12][CH2:11][CH2:10][CH2:9]3, predict the reactants needed to synthesize it. The reactants are: [C-:1]#[N:2].[K+].Cl[C:5]1[S:6][C:7]2[C:16]([N:17]=1)=[CH:15][CH:14]=[C:13]1[C:8]=2[CH2:9][CH2:10][CH2:11][NH:12]1.O.